From a dataset of Catalyst prediction with 721,799 reactions and 888 catalyst types from USPTO. Predict which catalyst facilitates the given reaction. (1) Reactant: C(N(CC)CC)C.Br[CH2:9][C:10]([C:12]1([C:15]2[CH:20]=[CH:19][C:18]([Cl:21])=[CH:17][CH:16]=2)[CH2:14][CH2:13]1)=[O:11].[CH3:22][N:23]1[CH:27]=[N:26][N:25]=[C:24]1[SH:28]. Product: [Cl:21][C:18]1[CH:19]=[CH:20][C:15]([C:12]2([C:10](=[O:11])[CH2:9][S:28][C:24]3[N:23]([CH3:22])[CH:27]=[N:26][N:25]=3)[CH2:14][CH2:13]2)=[CH:16][CH:17]=1. The catalyst class is: 496. (2) Reactant: Br[CH2:2][C:3]([C:5]1[CH:10]=[CH:9][C:8]([O:11]C(OC)=O)=[CH:7][C:6]=1[O:16]C(OC)=O)=O.[C:21]([NH:24][C:25]([NH2:27])=[S:26])(=[O:23])[CH3:22].C([O-])(O)=O.[Na+].[OH-].[Na+].Cl. Product: [OH:16][C:6]1[CH:7]=[C:8]([OH:11])[CH:9]=[CH:10][C:5]=1[C:3]1[N:27]=[C:25]([NH:24][C:21](=[O:23])[CH3:22])[S:26][CH:2]=1. The catalyst class is: 40.